Predict the reactants needed to synthesize the given product. From a dataset of Retrosynthesis with 50K atom-mapped reactions and 10 reaction types from USPTO. Given the product O=C1CC(C(=O)N2CCCCC2CN2CCCCC2)c2cc(Cl)c(Cl)cc21, predict the reactants needed to synthesize it. The reactants are: C1CCN(CC2CCCCN2)CC1.O=C1CC(C(=O)Cl)c2cc(Cl)c(Cl)cc21.